Predict the reactants needed to synthesize the given product. From a dataset of Full USPTO retrosynthesis dataset with 1.9M reactions from patents (1976-2016). (1) Given the product [NH2:1][C:2]1[C:3]2[N:4]([C:8]([C@@H:30]([N:32]([CH3:33])[C:34](=[O:39])[C:35]#[C:36][CH3:37])[CH3:31])=[N:9][C:10]=2[C:11]2[CH:29]=[CH:28][C:14]([C:15]([NH:17][C:18]3[CH:23]=[C:22]([C:24]([F:26])([F:27])[F:25])[CH:21]=[CH:20][N:19]=3)=[O:16])=[CH:13][CH:12]=2)[CH:5]=[CH:6][N:7]=1, predict the reactants needed to synthesize it. The reactants are: [NH2:1][C:2]1[C:3]2[N:4]([C:8]([C@@H:30]([NH:32][CH3:33])[CH3:31])=[N:9][C:10]=2[C:11]2[CH:29]=[CH:28][C:14]([C:15]([NH:17][C:18]3[CH:23]=[C:22]([C:24]([F:27])([F:26])[F:25])[CH:21]=[CH:20][N:19]=3)=[O:16])=[CH:13][CH:12]=2)[CH:5]=[CH:6][N:7]=1.[C:34]([OH:39])(=O)[C:35]#[C:36][CH3:37]. (2) Given the product [OH:27][C:28]1([C:20]([F:22])([F:21])[F:19])[CH2:29][CH2:30][N:31]([C:34]([O:36][C:37]([CH3:40])([CH3:39])[CH3:38])=[O:35])[CH2:32][CH2:33]1, predict the reactants needed to synthesize it. The reactants are: [F-].C([N+](CCCC)(CCCC)CCCC)CCC.[F:19][C:20]([Si](C)(C)C)([F:22])[F:21].[O:27]=[C:28]1[CH2:33][CH2:32][N:31]([C:34]([O:36][C:37]([CH3:40])([CH3:39])[CH3:38])=[O:35])[CH2:30][CH2:29]1.